Dataset: Experimentally validated miRNA-target interactions with 360,000+ pairs, plus equal number of negative samples. Task: Binary Classification. Given a miRNA mature sequence and a target amino acid sequence, predict their likelihood of interaction. (1) The miRNA is hsa-miR-29c-3p with sequence UAGCACCAUUUGAAAUCGGUUA. The protein sequence of the target gene is MAAAQEADGARSAVVAAGGGSSGQVTSNGSIGRDPPAETQPQNPPAQPAPNAWQVIKGVLFRIFIIWAISSWFRRGPAPQDQAGPGGAPRVASRNLFPKDTLMNLHVYISEHEHFTDFNATSALFWEQHDLVYGDWTSGENSDGCYEHFAELDIPQSVQQNGSIYIHVYFTKSGFHPDPRQKALYRRLATVHMSRMINKYKRRRFQKTKNLLTGETEADPEMIKRAEDYGPVEVISHWHPNITINIVDDHTPWVKGSVPPPLDQYVKFDAVSGDYYPIIYFNDYWNLQKDYYPINESLAS.... Result: 0 (no interaction). (2) The miRNA is hsa-miR-5739 with sequence GCGGAGAGAGAAUGGGGAGC. The protein sequence of the target gene is MAKPAATAAAASEELSQVPDEELLRWSKEELARRLRRAEGEKVGLMLEHGGLMRDVNRRLQQHLLEIRGLKDVNQRLQDDNQELRELCCFLDDDRQKGRKLAREWQRFGRHAAGAVWHEVARSQQKLRELEARQEALLRENLELKELVLLLDEERAALAATGAASGGGGGGGGAGSRSSIDSQASLSGPLSGGAPGAGARDVGDGSSTSSAGSGGSPDHHHHVPPPLLPPGPHKAPDGKAGATRRSLDDLSAPPHHRSIPNGLHDPSSTYIRQLESKVRLLEGDKLLAQQAGSGEFRTLR.... Result: 0 (no interaction).